Dataset: Catalyst prediction with 721,799 reactions and 888 catalyst types from USPTO. Task: Predict which catalyst facilitates the given reaction. (1) Reactant: [F:1][C:2]([F:12])([F:11])[C:3]1[C:7]([C:8](O)=[O:9])=[CH:6][NH:5][N:4]=1.C1C=CC2N(O)N=NC=2C=1.O.CCN=C=NCCCN(C)C.Cl.Cl.[NH2:37][CH2:38][CH2:39][NH:40][C:41](=[O:51])[C:42]1[CH:47]=[CH:46][C:45]([O:48][CH2:49][CH3:50])=[CH:44][CH:43]=1.C(N(CC)CC)C. Product: [CH2:49]([O:48][C:45]1[CH:44]=[CH:43][C:42]([C:41]([NH:40][CH2:39][CH2:38][NH:37][C:8]([C:7]2[C:3]([C:2]([F:12])([F:11])[F:1])=[N:4][NH:5][CH:6]=2)=[O:9])=[O:51])=[CH:47][CH:46]=1)[CH3:50]. The catalyst class is: 3. (2) Reactant: [CH2:1]([C:5]1[O:6][C:7]2[CH:26]=[CH:25][C:24]([NH:27][S:28]([CH3:31])(=[O:30])=[O:29])=[CH:23][C:8]=2[C:9]=1[C:10](=[O:22])[C:11]1[CH:16]=[CH:15][C:14]([O:17][CH2:18][CH2:19][C:20]#[N:21])=[CH:13][CH:12]=1)[CH2:2][CH2:3][CH3:4]. Product: [CH2:1]([C:5]1[O:6][C:7]2[CH:26]=[CH:25][C:24]([NH:27][S:28]([CH3:31])(=[O:29])=[O:30])=[CH:23][C:8]=2[C:9]=1[C:10](=[O:22])[C:11]1[CH:16]=[CH:15][C:14]([O:17][CH2:18][CH2:19][CH2:20][NH2:21])=[CH:13][CH:12]=1)[CH2:2][CH2:3][CH3:4]. The catalyst class is: 94. (3) Reactant: [C:1]([O:5][C:6](=[O:16])[CH2:7]P(OCC)(OCC)=O)([CH3:4])([CH3:3])[CH3:2].[H-].[Na+].[CH:19]([S:22][C:23]1[CH:30]=[CH:29][CH:28]=[CH:27][C:24]=1[CH:25]=O)([CH3:21])[CH3:20]. Product: [CH:19]([S:22][C:23]1[CH:30]=[CH:29][CH:28]=[CH:27][C:24]=1[CH:25]=[CH:7][C:6]([O:5][C:1]([CH3:2])([CH3:3])[CH3:4])=[O:16])([CH3:21])[CH3:20]. The catalyst class is: 1. (4) Reactant: [CH3:1][C:2]1[C:14]([CH3:15])=[C:13]2[C:5]([CH2:6][CH2:7][C:8]3([O:12]2)[CH2:11][CH2:10][CH2:9]3)=[CH:4][C:3]=1[OH:16].[CH3:17][C:18](=[CH:20][CH2:21][CH2:22]/[C:23](=[CH:25]/[CH2:26]O)/[CH3:24])[CH3:19].O. Product: [CH3:24][C:23]([CH2:22][CH2:21][CH:20]=[C:18]([CH3:19])[CH3:17])=[CH:25][CH2:26][C:4]1[C:3]([OH:16])=[C:2]([CH3:1])[C:14]([CH3:15])=[C:13]2[C:5]=1[CH2:6][CH2:7][C:8]1([O:12]2)[CH2:9][CH2:10][CH2:11]1. The catalyst class is: 12.